From a dataset of Forward reaction prediction with 1.9M reactions from USPTO patents (1976-2016). Predict the product of the given reaction. (1) Given the reactants C1CN([P+](ON2N=[N:25][C:20]3C=[CH:22][CH:23]=[CH:24][C:19]2=3)(N2CCCC2)N2CCCC2)CC1.F[P-](F)(F)(F)(F)F.C(N(CC)C(C)C)(C)C.[Cl:43][C:44]1[CH:45]=[CH:46][C:47]2[N:53]3[C:54]([CH:57]([CH3:59])[CH3:58])=[N:55][N:56]=[C:52]3[CH:51]([CH2:60][C:61]([OH:63])=O)[O:50][CH:49]([C:64]3[CH:69]=[CH:68][CH:67]=[C:66]([O:70][CH3:71])[C:65]=3[O:72][CH3:73])[C:48]=2[CH:74]=1.N1CCCCC1, predict the reaction product. The product is: [Cl:43][C:44]1[CH:45]=[CH:46][C:47]2[N:53]3[C:54]([CH:57]([CH3:58])[CH3:59])=[N:55][N:56]=[C:52]3[CH:51]([CH2:60][C:61](=[O:63])[N:25]3[CH2:22][CH2:23][CH2:24][CH2:19][CH2:20]3)[O:50][CH:49]([C:64]3[CH:69]=[CH:68][CH:67]=[C:66]([O:70][CH3:71])[C:65]=3[O:72][CH3:73])[C:48]=2[CH:74]=1. (2) Given the reactants S([O-])([O-])(=O)=O.[NH4+].[NH4+].[C:8]([NH:11]/[C:12](=[C:18](/[NH:20][CH:21]1[CH2:25][CH2:24][CH2:23][CH2:22]1)\[CH3:19])/[C:13]([O:15][CH2:16][CH3:17])=[O:14])(=O)[CH3:9].C[Si](C)(C)N[Si](C)(C)C, predict the reaction product. The product is: [CH:21]1([N:20]2[C:18]([CH3:19])=[C:12]([C:13]([O:15][CH2:16][CH3:17])=[O:14])[N:11]=[C:8]2[CH3:9])[CH2:25][CH2:24][CH2:23][CH2:22]1. (3) Given the reactants [CH3:1][CH:2]([CH3:6])[CH:3]([NH2:5])[CH3:4].[O:7]1[CH2:11][CH2:10][CH2:9][CH2:8]1.C([O-])(=[O:14])C.[Na+], predict the reaction product. The product is: [CH3:1][CH:2]([CH3:6])[CH:3]([NH:5][C:8](=[O:7])[CH2:9][C:10](=[O:14])[CH3:11])[CH3:4].